Dataset: Forward reaction prediction with 1.9M reactions from USPTO patents (1976-2016). Task: Predict the product of the given reaction. Given the reactants [C:1]([O:5][C:6]([N:8]([C:45]([O:47][C:48]([CH3:51])([CH3:50])[CH3:49])=[O:46])[C:9]1[C:14]([C:15]2[O:19][C:18]([C:20]3[CH:25]=[CH:24][C:23]([CH2:26][N:27]([CH3:35])[C:28](=[O:34])[O:29][C:30]([CH3:33])([CH3:32])[CH3:31])=[CH:22][CH:21]=3)=[N:17][N:16]=2)=[CH:13][C:12](B2OC(C)(C)C(C)(C)O2)=[CH:11][N:10]=1)=[O:7])([CH3:4])([CH3:3])[CH3:2].Br[C:53]1[CH:58]=[CH:57][C:56]([S:59]([CH:62]([CH3:64])[CH3:63])(=[O:61])=[O:60])=[CH:55][N:54]=1.C([O-])([O-])=O.[Na+].[Na+], predict the reaction product. The product is: [C:1]([O:5][C:6]([N:8]([C:45]([O:47][C:48]([CH3:49])([CH3:50])[CH3:51])=[O:46])[C:9]1[C:14]([C:15]2[O:19][C:18]([C:20]3[CH:25]=[CH:24][C:23]([CH2:26][N:27]([CH3:35])[C:28](=[O:34])[O:29][C:30]([CH3:33])([CH3:31])[CH3:32])=[CH:22][CH:21]=3)=[N:17][N:16]=2)=[CH:13][C:12]([C:53]2[CH:58]=[CH:57][C:56]([S:59]([CH:62]([CH3:64])[CH3:63])(=[O:60])=[O:61])=[CH:55][N:54]=2)=[CH:11][N:10]=1)=[O:7])([CH3:2])([CH3:3])[CH3:4].